Task: Predict the reactants needed to synthesize the given product.. Dataset: Full USPTO retrosynthesis dataset with 1.9M reactions from patents (1976-2016) The reactants are: [C:1]1([C:7]2([CH2:12][OH:13])[CH2:11][CH2:10][CH2:9][CH2:8]2)[CH:6]=[CH:5][CH:4]=[CH:3][CH:2]=1.[CH3:14][S:15](Cl)(=[O:17])=[O:16]. Given the product [C:1]1([C:7]2([CH2:12][O:13][S:15]([CH3:14])(=[O:17])=[O:16])[CH2:11][CH2:10][CH2:9][CH2:8]2)[CH:6]=[CH:5][CH:4]=[CH:3][CH:2]=1, predict the reactants needed to synthesize it.